Dataset: Reaction yield outcomes from USPTO patents with 853,638 reactions. Task: Predict the reaction yield, written as a fraction of the theoretical maximum amount of product (1.0 means a 100% yield; for example, 0.34 means a 34% yield). (1) The reactants are [F:1][C:2]1[CH:30]=[C:29]([N+:31]([O-:33])=[O:32])[CH:28]=[CH:27][C:3]=1[O:4][C:5]1[C:14]2[C:9](=[CH:10][C:11]([O:17][CH2:18][CH:19]3[CH2:26][CH:22]4[CH2:23][NH:24][CH2:25][CH:21]4[CH2:20]3)=[C:12]([O:15][CH3:16])[CH:13]=2)[N:8]=[CH:7][CH:6]=1.[C:34](#N)C.O.C=O.[BH-](OC(C)=O)(OC(C)=O)OC(C)=O.[Na+]. The catalyst is O. The product is [F:1][C:2]1[CH:30]=[C:29]([N+:31]([O-:33])=[O:32])[CH:28]=[CH:27][C:3]=1[O:4][C:5]1[C:14]2[C:9](=[CH:10][C:11]([O:17][CH2:18][CH:19]3[CH2:26][CH:22]4[CH2:23][N:24]([CH3:34])[CH2:25][CH:21]4[CH2:20]3)=[C:12]([O:15][CH3:16])[CH:13]=2)[N:8]=[CH:7][CH:6]=1. The yield is 0.500. (2) The catalyst is C(O)C. The yield is 0.300. The product is [CH2:19]([O:18][C:17](=[O:21])[NH:12][C:11]1[CH:13]=[CH:14][C:8]([O:7][CH2:6][C:5]2[CH:15]=[CH:16][C:2]([F:1])=[CH:3][CH:4]=2)=[CH:9][CH:10]=1)[CH3:20]. The reactants are [F:1][C:2]1[CH:16]=[CH:15][C:5]([CH2:6][O:7][C:8]2[CH:14]=[CH:13][C:11]([NH2:12])=[CH:10][CH:9]=2)=[CH:4][CH:3]=1.[C:17](O[C:17]([O:18][CH2:19][CH3:20])=[O:21])(=[O:21])[O:18][CH2:19][CH3:20]. (3) The yield is 0.850. No catalyst specified. The product is [C:1]([C:5]1[CH:9]=[C:8]([NH:10][C:19](=[O:20])[O:21][C:22]2[CH:27]=[CH:26][CH:25]=[CH:24][CH:23]=2)[N:7]([C:11]2[CH:12]=[N:13][CH:14]=[CH:15][C:16]=2[CH3:17])[N:6]=1)([CH3:4])([CH3:3])[CH3:2]. The reactants are [C:1]([C:5]1[CH:9]=[C:8]([NH2:10])[N:7]([C:11]2[CH:12]=[N:13][CH:14]=[CH:15][C:16]=2[CH3:17])[N:6]=1)([CH3:4])([CH3:3])[CH3:2].Cl[C:19]([O:21][C:22]1[CH:27]=[CH:26][CH:25]=[CH:24][CH:23]=1)=[O:20]. (4) The reactants are [N:1]1([C:7]([O:9][C:10]([CH3:13])([CH3:12])[CH3:11])=[O:8])[CH2:6][CH2:5][NH:4][CH2:3][CH2:2]1.[F:14][C:15]1[CH:20]=[CH:19][C:18]([C:21]2[O:22][CH:23]=[C:24]([CH:26]=O)[N:25]=2)=[CH:17][CH:16]=1. No catalyst specified. The product is [F:14][C:15]1[CH:16]=[CH:17][C:18]([C:21]2[O:22][CH:23]=[C:24]([CH2:26][N:4]3[CH2:5][CH2:6][N:1]([C:7]([O:9][C:10]([CH3:13])([CH3:12])[CH3:11])=[O:8])[CH2:2][CH2:3]3)[N:25]=2)=[CH:19][CH:20]=1. The yield is 0.420.